This data is from Full USPTO retrosynthesis dataset with 1.9M reactions from patents (1976-2016). The task is: Predict the reactants needed to synthesize the given product. Given the product [CH3:9][C@@H:8]1[CH2:7][CH2:6][CH2:5][N:4]([C:10]([C:12]2[C:17]([C:18]3[CH:23]=[CH:22][CH:21]=[CH:20][N:19]=3)=[CH:16][CH:15]=[C:14]([CH3:24])[N:13]=2)=[O:11])[C@@H:3]1[CH2:2][NH:1][C:26]1[N:27]=[N:28][C:29]([C:32]([F:35])([F:34])[F:33])=[CH:30][CH:31]=1, predict the reactants needed to synthesize it. The reactants are: [NH2:1][CH2:2][C@@H:3]1[C@H:8]([CH3:9])[CH2:7][CH2:6][CH2:5][N:4]1[C:10]([C:12]1[C:17]([C:18]2[CH:23]=[CH:22][CH:21]=[CH:20][N:19]=2)=[CH:16][CH:15]=[C:14]([CH3:24])[N:13]=1)=[O:11].Cl[C:26]1[N:27]=[N:28][C:29]([C:32]([F:35])([F:34])[F:33])=[CH:30][CH:31]=1.